From a dataset of Full USPTO retrosynthesis dataset with 1.9M reactions from patents (1976-2016). Predict the reactants needed to synthesize the given product. (1) The reactants are: [Cl:1][C:2]1[CH:7]=[CH:6][C:5]([CH:8]([C:31]2[CH:36]=[CH:35][C:34]([Cl:37])=[CH:33][CH:32]=2)[C:9]2[CH:10]=[C:11]3[C:16](=[CH:17][CH:18]=2)[N:15]=[CH:14][N:13]=[C:12]3[NH:19][CH2:20][C:21]2[CH:22]=[C:23]([CH:28]=[CH:29][CH:30]=2)[C:24]([O:26]C)=[O:25])=[CH:4][CH:3]=1.CO. Given the product [Cl:37][C:34]1[CH:35]=[CH:36][C:31]([CH:8]([C:5]2[CH:4]=[CH:3][C:2]([Cl:1])=[CH:7][CH:6]=2)[C:9]2[CH:10]=[C:11]3[C:16](=[CH:17][CH:18]=2)[N:15]=[CH:14][N:13]=[C:12]3[NH:19][CH2:20][C:21]2[CH:22]=[C:23]([CH:28]=[CH:29][CH:30]=2)[C:24]([OH:26])=[O:25])=[CH:32][CH:33]=1, predict the reactants needed to synthesize it. (2) Given the product [C:1]([O:5][C:6](=[O:23])[N:7]([CH2:9][CH2:10][O:11][NH2:12])[CH3:8])([CH3:4])([CH3:2])[CH3:3], predict the reactants needed to synthesize it. The reactants are: [C:1]([O:5][C:6](=[O:23])[N:7]([CH2:9][CH2:10][O:11][N:12]1C(=O)C2C(=CC=CC=2)C1=O)[CH3:8])([CH3:4])([CH3:3])[CH3:2].CNN. (3) Given the product [C:32]([O:36][C:37]([N:39]1[CH2:44][CH2:43][N:42]([C:50](=[O:51])[C:49]2[CH:53]=[CH:54][CH:55]=[C:47]([C:45]#[N:46])[CH:48]=2)[CH2:41][CH2:40]1)=[O:38])([CH3:35])([CH3:33])[CH3:34], predict the reactants needed to synthesize it. The reactants are: CCN(C(C)C)C(C)C.C1C=CC2N(O)N=NC=2C=1.CCN=C=NCCCN(C)C.Cl.[C:32]([O:36][C:37]([N:39]1[CH2:44][CH2:43][NH:42][CH2:41][CH2:40]1)=[O:38])([CH3:35])([CH3:34])[CH3:33].[C:45]([C:47]1[CH:48]=[C:49]([CH:53]=[CH:54][CH:55]=1)[C:50](O)=[O:51])#[N:46].